Predict which catalyst facilitates the given reaction. From a dataset of Catalyst prediction with 721,799 reactions and 888 catalyst types from USPTO. (1) Reactant: [NH2:1][C:2]1[CH:3]=[N:4][C:5]2[C:10]([C:11]=1[Cl:12])=[CH:9][CH:8]=[CH:7][CH:6]=2.C(N(CC)CC)C.[C:20](Cl)(=[O:23])[CH2:21][CH3:22]. Product: [Cl:12][C:11]1[C:10]2[C:5](=[CH:6][CH:7]=[CH:8][CH:9]=2)[N:4]=[CH:3][C:2]=1[NH:1][C:20](=[O:23])[CH2:21][CH3:22]. The catalyst class is: 4. (2) Reactant: [F:1][C:2]1[CH:7]=[CH:6][C:5]([C:8]2[O:12][C:11]([CH:13]3[CH2:18][CH2:17][N:16](C(OC(C)(C)C)=O)[CH2:15][CH2:14]3)=[N:10][N:9]=2)=[CH:4][CH:3]=1.[ClH:26].[OH-].[Na+:28]. Product: [F:1][C:2]1[CH:7]=[CH:6][C:5]([C:8]2[O:12][C:11]([CH:13]3[CH2:18][CH2:17][NH:16][CH2:15][CH2:14]3)=[N:10][N:9]=2)=[CH:4][CH:3]=1.[Na+:28].[Cl-:26]. The catalyst class is: 12.